Dataset: Forward reaction prediction with 1.9M reactions from USPTO patents (1976-2016). Task: Predict the product of the given reaction. (1) The product is: [Cl:1][C:2]1[CH:7]=[CH:6][CH:5]=[C:4]([N+:8]([O-:10])=[O:9])[C:3]=1[S:11][C:12]1[N:13]([CH2:20][C@:37]2([CH3:38])[CH2:33][O:36]2)[CH:14]=[C:15]([N+:17]([O-:19])=[O:18])[N:16]=1. Given the reactants [Cl:1][C:2]1[CH:7]=[CH:6][CH:5]=[C:4]([N+:8]([O-:10])=[O:9])[C:3]=1[S:11][C:12]1[NH:13][CH:14]=[C:15]([N+:17]([O-:19])=[O:18])[N:16]=1.[CH3:20]N(C)C=O.C(=O)([O-])[O-].[K+].[K+].[F-].[Cs+].[C:33]([O:36][CH2:37][CH3:38])(=O)C, predict the reaction product. (2) Given the reactants Cl[C:2]1[C:3]([C:8]2[CH:13]=[C:12]([S:14][CH3:15])[N:11]=[CH:10][N:9]=2)=[N:4][CH:5]=[CH:6][N:7]=1.[NH2:16][C:17]1[C:22]([F:23])=[CH:21][N:20]=[C:19]([NH:24][S:25]([CH2:28][CH2:29][CH3:30])(=[O:27])=[O:26])[C:18]=1[F:31].CC1(C)C2C(=C(P(C3C=CC=CC=3)C3C=CC=CC=3)C=CC=2)OC2C(P(C3C=CC=CC=3)C3C=CC=CC=3)=CC=CC1=2.C([O-])([O-])=O.[Cs+].[Cs+], predict the reaction product. The product is: [F:31][C:18]1[C:19]([NH:24][S:25]([CH2:28][CH2:29][CH3:30])(=[O:27])=[O:26])=[N:20][CH:21]=[C:22]([F:23])[C:17]=1[NH:16][C:2]1[C:3]([C:8]2[CH:13]=[C:12]([S:14][CH3:15])[N:11]=[CH:10][N:9]=2)=[N:4][CH:5]=[CH:6][N:7]=1. (3) Given the reactants [CH3:1][C:2]1[C:6]([B:7]2[O:11][C:10]([CH3:13])([CH3:12])[C:9]([CH3:15])([CH3:14])[O:8]2)=[C:5]([CH3:16])[NH:4][N:3]=1.[O:17]1[CH:22]=[CH:21][CH2:20][CH2:19][CH2:18]1.C(O)(C(F)(F)F)=O.C(=O)([O-])O.[Na+], predict the reaction product. The product is: [CH3:1][C:2]1[C:6]([B:7]2[O:11][C:10]([CH3:12])([CH3:13])[C:9]([CH3:15])([CH3:14])[O:8]2)=[C:5]([CH3:16])[N:4]([CH:18]2[CH2:19][CH2:20][CH2:21][CH2:22][O:17]2)[N:3]=1. (4) Given the reactants [Li+].[F:2][C:3]([F:23])([F:22])[C:4]1[CH:9]=[CH:8][C:7]([N:10]2[CH2:15][CH2:14][N:13]([CH2:16][CH2:17][CH2:18][C:19]([O-])=[O:20])[CH2:12][CH2:11]2)=[CH:6][CH:5]=1.C(N(C(C)C)CC)(C)C.F[P-](F)(F)(F)(F)F.CN(C)C(ON1C2C=CC=CC=2N=N1)=[N+](C)C.Cl.[N+:58]([C:61]1[CH:66]=[CH:65][C:64]([N:67]2[CH2:72][CH2:71][CH:70]([NH2:73])[CH2:69][CH2:68]2)=[CH:63][C:62]=1[C:74]([F:77])([F:76])[F:75])([O-:60])=[O:59], predict the reaction product. The product is: [N+:58]([C:61]1[CH:66]=[CH:65][C:64]([N:67]2[CH2:68][CH2:69][CH:70]([NH:73][C:19](=[O:20])[CH2:18][CH2:17][CH2:16][N:13]3[CH2:14][CH2:15][N:10]([C:7]4[CH:8]=[CH:9][C:4]([C:3]([F:23])([F:2])[F:22])=[CH:5][CH:6]=4)[CH2:11][CH2:12]3)[CH2:71][CH2:72]2)=[CH:63][C:62]=1[C:74]([F:77])([F:75])[F:76])([O-:60])=[O:59]. (5) The product is: [Br:1][C:2]1[CH:3]=[CH:4][C:5]([CH2:8][CH2:9][CH2:10][N:11]2[CH2:21][C:16]3[C:15](=[CH:20][CH:19]=[CH:18][CH:17]=3)[C:14]2=[O:13])=[CH:6][CH:7]=1. Given the reactants [Br:1][C:2]1[CH:7]=[CH:6][C:5]([CH2:8][CH2:9][CH2:10][NH2:11])=[CH:4][CH:3]=1.C[O:13][C:14](=O)[C:15]1[CH:20]=[CH:19][CH:18]=[CH:17][C:16]=1[CH2:21]Br.C([O-])([O-])=O.[K+].[K+].C(OCC)(=O)C, predict the reaction product. (6) Given the reactants [O:1]=[C:2]1[CH2:6][CH2:5][CH:4]([C:7]([OH:9])=O)[CH2:3]1.S(Cl)(Cl)=O.[CH3:14][OH:15], predict the reaction product. The product is: [O:15]1[CH2:4][CH2:3][CH2:2][CH2:6][CH:14]1[O:1][CH:2]1[CH2:6][CH2:5][CH:4]([CH2:7][OH:9])[CH2:3]1.